This data is from Full USPTO retrosynthesis dataset with 1.9M reactions from patents (1976-2016). The task is: Predict the reactants needed to synthesize the given product. (1) Given the product [CH2:13]([CH:20]([NH:26][S:27]([C:30]1[CH:35]=[CH:34][C:37]([Cl:41])=[CH:38][CH:39]=1)(=[O:28])=[O:29])[C:21](=[O:25])[CH:22]([CH2:23][CH3:24])[C:44](=[O:45])[CH2:43][CH3:42])[C:14]1[CH:15]=[CH:16][CH:17]=[CH:18][CH:19]=1, predict the reactants needed to synthesize it. The reactants are: C(NC(C)C)(C)C.[Li]CCCC.[CH2:13]([CH:20]([NH:26][S:27]([C:30]1[CH:35]=[CH:34]C(Cl)=CC=1)(=[O:29])=[O:28])[C:21](=[O:25])[CH2:22][CH2:23][CH3:24])[C:14]1[CH:19]=[CH:18][CH:17]=[CH:16][CH:15]=1.[C:37]([Cl:41])(=O)[CH2:38][CH3:39].[CH2:42]1C[O:45][CH2:44][CH2:43]1. (2) Given the product [CH3:27][N:25]([CH3:26])[CH2:24][CH2:23][CH2:22][O:21][C:6]1[CH:5]=[C:4]([CH:9]=[CH:8][C:7]=1[NH:10][C:11]([NH:13][C:14]1[CH:19]=[N:18][C:17]([CH3:20])=[CH:16][N:15]=1)=[O:12])[C:3]([OH:28])=[O:2], predict the reactants needed to synthesize it. The reactants are: C[O:2][C:3](=[O:28])[C:4]1[CH:9]=[CH:8][C:7]([NH:10][C:11]([NH:13][C:14]2[CH:19]=[N:18][C:17]([CH3:20])=[CH:16][N:15]=2)=[O:12])=[C:6]([O:21][CH2:22][CH2:23][CH2:24][N:25]([CH3:27])[CH3:26])[CH:5]=1.[OH-].[Li+].Cl. (3) Given the product [CH2:22]([C:21]1[O:14][C:3]2[C:4]([C:5]([O:7][CH3:8])=[O:6])=[CH:9][C:10]([O:12][CH3:13])=[CH:11][C:2]=2[CH:20]=1)[CH3:23], predict the reactants needed to synthesize it. The reactants are: Br[C:2]1[C:3]([OH:14])=[C:4]([CH:9]=[C:10]([O:12][CH3:13])[CH:11]=1)[C:5]([O:7][CH3:8])=[O:6].CN(C)C=O.[CH:20]#[C:21][CH2:22][CH3:23]. (4) Given the product [Cl:22][C:23]1[CH:28]=[CH:27][CH:26]=[CH:25][C:24]=1[N:29]1[CH2:34][CH2:33][N:32]([CH2:11][CH2:12][CH2:13][CH2:14][O:9][C:6]2[CH:7]=[CH:8][C:3]([CH2:1][N:2]([CH3:16])[C:65]([NH2:67])=[O:66])=[CH:4][CH:5]=2)[CH2:31][CH2:30]1, predict the reactants needed to synthesize it. The reactants are: [C:1]([C:3]1[CH:8]=[CH:7][C:6]([OH:9])=[CH:5][CH:4]=1)#[N:2].Br[CH2:11][CH2:12][CH2:13][CH2:14]Cl.[C:16](=O)([O-])[O-].[K+].[K+].[Cl:22][C:23]1[CH:28]=[CH:27][CH:26]=[CH:25][C:24]=1[N:29]1[CH2:34][CH2:33][NH:32][CH2:31][CH2:30]1.C(=O)([O-])[O-].[Na+].[Na+].[I-].[K+].[H-].[H-].[H-].[H-].[Li+].[Al+3].[OH-].[Na+].O.C(OC(Cl)=O)C.C(N(CC)CC)C.[C:65](N1C=CN=C1)([N:67]1C=CN=C1)=[O:66].[OH-].[NH4+].